This data is from Catalyst prediction with 721,799 reactions and 888 catalyst types from USPTO. The task is: Predict which catalyst facilitates the given reaction. (1) Reactant: [C:1]([O:5][C:6](=[O:21])[NH:7][C@@H:8]1[C:14](=[O:15])[NH:13][C:12]2[CH:16]=[CH:17][C:18](Br)=[CH:19][C:11]=2[CH2:10][CH2:9]1)([CH3:4])([CH3:3])[CH3:2].[B:22]1([B:22]2[O:26][C:25]([CH3:28])([CH3:27])[C:24]([CH3:30])([CH3:29])[O:23]2)[O:26][C:25]([CH3:28])([CH3:27])[C:24]([CH3:30])([CH3:29])[O:23]1.C([O-])(=O)C.[K+]. Product: [C:1]([O:5][C:6](=[O:21])[NH:7][C@@H:8]1[C:14](=[O:15])[NH:13][C:12]2[CH:16]=[CH:17][C:18]([B:22]3[O:26][C:25]([CH3:28])([CH3:27])[C:24]([CH3:30])([CH3:29])[O:23]3)=[CH:19][C:11]=2[CH2:10][CH2:9]1)([CH3:4])([CH3:3])[CH3:2]. The catalyst class is: 368. (2) Reactant: [CH2:1]([O:8][C:9]1[CH:14]=[CH:13][C:12]([CH:15]([C:17]2[CH:22]=[C:21](Br)[CH:20]=[CH:19][C:18]=2[CH3:24])O)=[CH:11][CH:10]=1)[C:2]1[CH:7]=[CH:6][CH:5]=[CH:4][CH:3]=1.C([Li])CCC.[OH:30][C@H:31]1[C@H:38]2[C@H:34]([O:35][C:36]([CH3:40])([CH3:39])[O:37]2)[O:33][C@H:32]1[C:41](N1CCOCC1)=[O:42].C([Mg]Cl)(C)(C)C. Product: [CH2:1]([O:8][C:9]1[CH:14]=[CH:13][C:12]([CH2:15][C:17]2[CH:22]=[C:21]([C:41]([C@@H:32]3[O:33][C@H:34]4[O:35][C:36]([CH3:40])([CH3:39])[O:37][C@H:38]4[C@@H:31]3[OH:30])=[O:42])[CH:20]=[CH:19][C:18]=2[CH3:24])=[CH:11][CH:10]=1)[C:2]1[CH:7]=[CH:6][CH:5]=[CH:4][CH:3]=1. The catalyst class is: 1. (3) The catalyst class is: 555. Reactant: [F:1][CH:2]([F:32])[O:3][C:4]1[CH:5]=[C:6]2[C:10](=[CH:11][CH:12]=1)[N:9]([CH2:13]CCN(C)C)[N:8]=[C:7]2[Sn](CCCC)(CCCC)CCCC.Br[C:34]1[N:39]=[C:38]2[C:40]([C:43]([NH:45][CH:46]([CH3:48])[CH3:47])=[O:44])=[CH:41][NH:42][C:37]2=[N:36][CH:35]=1. Product: [F:32][CH:2]([F:1])[O:3][C:4]1[CH:5]=[C:6]2[C:10](=[CH:11][CH:12]=1)[N:9]([CH3:13])[N:8]=[C:7]2[C:34]1[N:39]=[C:38]2[C:40]([C:43]([NH:45][CH:46]([CH3:48])[CH3:47])=[O:44])=[CH:41][NH:42][C:37]2=[N:36][CH:35]=1. (4) Reactant: [C:1]1([C:7]([NH2:10])([CH3:9])[CH3:8])[CH:6]=[CH:5][CH:4]=[CH:3][CH:2]=1.C(N(C(C)C)CC)(C)C.[F:20][C:21]1[CH:26]=[CH:25][C:24]([C:27]2[S:31][C:30]3[CH:32]=[CH:33][C:34]([C:36]4[CH:37]=[C:38]([CH:42]=[CH:43][CH:44]=4)[C:39]([OH:41])=[O:40])=[CH:35][C:29]=3[C:28]=2[C:45](=[O:48])[NH:46][CH3:47])=[CH:23][CH:22]=1.CN(C(ON1N=NC2C=CC=NC1=2)=[N+](C)C)C.F[P-](F)(F)(F)(F)F. Product: [C:39]([O-:41])(=[O:40])[CH3:38].[NH4+:10].[F:20][C:21]1[CH:22]=[CH:23][C:24]([C:27]2[S:31][C:30]3[CH:32]=[CH:33][C:34]([C:36]4[CH:44]=[CH:43][CH:42]=[C:38]([C:39](=[O:40])[NH:10][C:7]([C:1]5[CH:6]=[CH:5][CH:4]=[CH:3][CH:2]=5)([CH3:9])[CH3:8])[CH:37]=4)=[CH:35][C:29]=3[C:28]=2[C:45]([NH:46][CH3:47])=[O:48])=[CH:25][CH:26]=1. The catalyst class is: 3. (5) Reactant: [NH2:1][N:2]1[CH:6]=[C:5]([Cl:7])[CH:4]=[C:3]1C#N.[C:10]([O-])(=O)C.[CH:14]([NH2:16])=[NH2+:15]. Product: [Cl:7][C:5]1[CH:4]=[C:3]2[N:2]([CH:6]=1)[N:1]=[CH:10][N:15]=[C:14]2[NH2:16]. The catalyst class is: 14. (6) The catalyst class is: 1. Reactant: [C:1]1(B(O)O)[CH:6]=[CH:5][CH:4]=[CH:3][CH:2]=1.[C:10]1([O:16][C:17]([N:19]2[CH2:24][CH:23]=[C:22](OS(C(F)(F)F)(=O)=O)[CH2:21][CH:20]2[CH3:33])=[O:18])[CH:15]=[CH:14][CH:13]=[CH:12][CH:11]=1.C([O-])([O-])=O.[K+].[K+].O. Product: [C:10]1([O:16][C:17]([N:19]2[CH2:24][CH:23]=[C:22]([C:1]3[CH:6]=[CH:5][CH:4]=[CH:3][CH:2]=3)[CH2:21][CH:20]2[CH3:33])=[O:18])[CH:15]=[CH:14][CH:13]=[CH:12][CH:11]=1. (7) Reactant: [C:1]1([C:7](=O)[CH2:8][S:9][C:10]#[N:11])[CH:6]=[CH:5][CH:4]=[CH:3][CH:2]=1.[OH:13]S(O)(=O)=O.O. Product: [C:1]1([C:7]2[NH:11][C:10](=[O:13])[S:9][CH:8]=2)[CH:6]=[CH:5][CH:4]=[CH:3][CH:2]=1. The catalyst class is: 52.